Task: Predict the reactants needed to synthesize the given product.. Dataset: Full USPTO retrosynthesis dataset with 1.9M reactions from patents (1976-2016) (1) Given the product [C:1]([O:4][C@H:5]1[CH2:10][CH2:9][C@@:8]([C@H:12]2[CH2:20][CH2:19][C@@:18]3([CH3:21])[C@@H:14]([CH2:15][CH2:16][C:17]3=[CH2:22])[C@@H:13]2[CH2:23][OH:24])([CH3:11])[C@@H:7]([CH2:25][O:26][Si:31]([C:28]([CH3:30])([CH3:29])[CH3:27])([CH3:33])[CH3:32])[CH2:6]1)(=[O:3])[CH3:2], predict the reactants needed to synthesize it. The reactants are: [C:1]([O:4][C@H:5]1[CH2:10][CH2:9][C@@:8]([C@H:12]2[CH2:20][CH2:19][C@@:18]3([CH3:21])[C@@H:14]([CH2:15][CH2:16][C:17]3=[CH2:22])[C@@H:13]2[CH2:23][OH:24])([CH3:11])[C@@H:7]([CH2:25][OH:26])[CH2:6]1)(=[O:3])[CH3:2].[CH3:27][C:28]([Si:31](Cl)([CH3:33])[CH3:32])([CH3:30])[CH3:29].N1C=CN=C1.O. (2) Given the product [CH3:1][C:2]1[CH:7]=[C:6]([N:8]2[CH2:12][CH2:11][CH:10]([N:13]3[CH2:17][CH2:16][CH2:15][CH:14]3[CH3:18])[CH2:9]2)[CH:5]=[CH:4][C:3]=1[NH:19][C:33]([C:30]1[NH:31][CH:32]=[C:28]([C:20](=[O:27])[C:21]2[CH:22]=[CH:23][CH:24]=[CH:25][CH:26]=2)[CH:29]=1)=[O:34], predict the reactants needed to synthesize it. The reactants are: [CH3:1][C:2]1[CH:7]=[C:6]([N:8]2[CH2:12][CH2:11][CH:10]([N:13]3[CH2:17][CH2:16][CH2:15][CH:14]3[CH3:18])[CH2:9]2)[CH:5]=[CH:4][C:3]=1[NH2:19].[C:20]([C:28]1[CH:29]=[C:30]([C:33](O)=[O:34])[NH:31][CH:32]=1)(=[O:27])[C:21]1[CH:26]=[CH:25][CH:24]=[CH:23][CH:22]=1. (3) Given the product [Cl:1][C:2]1[CH:7]=[CH:6][CH:5]=[CH:4][C:3]=1[C:8]1[C:9]([O:36][CH3:37])=[N:10][C:11]2[N:12]([N:21]=[C:22]([O:39][CH3:38])[C:23]=2[C:24](=[O:31])[NH:25][CH:26]2[CH2:30][CH2:29][CH2:28][CH2:27]2)[C:13]=1[C:14]1[CH:19]=[CH:18][C:17]([Cl:20])=[CH:16][CH:15]=1, predict the reactants needed to synthesize it. The reactants are: [Cl:1][C:2]1[CH:7]=[CH:6][CH:5]=[CH:4][C:3]=1[C:8]1[C:9]([O:36][CH3:37])=[N:10][C:11]2[N:12]([N:21]=[C:22](S(C)(=O)=O)[C:23]=2[C:24](=[O:31])[NH:25][CH:26]2[CH2:30][CH2:29][CH2:28][CH2:27]2)[C:13]=1[C:14]1[CH:19]=[CH:18][C:17]([Cl:20])=[CH:16][CH:15]=1.[CH3:38][O-:39].[Na+].C(Cl)(Cl)Cl.O.